From a dataset of Full USPTO retrosynthesis dataset with 1.9M reactions from patents (1976-2016). Predict the reactants needed to synthesize the given product. (1) Given the product [CH2:1]([N:4]([CH2:17][C:18]([NH:21][C@@H:22]([CH2:46][C:47]1[CH:52]=[CH:51][C:50]([O:53][C:54]([CH3:57])([CH3:56])[CH3:55])=[CH:49][CH:48]=1)[C:23]([N:25]([C@@H:37]([CH3:45])[CH:38]([O:39][CH2:40][CH3:41])[O:42][CH2:43][CH3:44])[CH2:26][C:27]1[CH:28]=[CH:29][CH:30]=[C:31]2[C:36]=1[N:35]=[CH:34][CH:33]=[CH:32]2)=[O:24])=[O:20])[NH:5][C:6]([NH:7][C@@H:8]([C:10]1[CH:11]=[CH:12][CH:13]=[CH:14][CH:15]=1)[CH3:9])=[O:16])[CH:2]=[CH2:3], predict the reactants needed to synthesize it. The reactants are: [CH2:1]([N:4]([CH2:17][C:18]([OH:20])=O)[NH:5][C:6](=[O:16])[NH:7][C@@H:8]([C:10]1[CH:15]=[CH:14][CH:13]=[CH:12][CH:11]=1)[CH3:9])[CH:2]=[CH2:3].[NH2:21][C@@H:22]([CH2:46][C:47]1[CH:52]=[CH:51][C:50]([O:53][C:54]([CH3:57])([CH3:56])[CH3:55])=[CH:49][CH:48]=1)[C:23]([N:25]([C@@H:37]([CH3:45])[CH:38]([O:42][CH2:43][CH3:44])[O:39][CH2:40][CH3:41])[CH2:26][C:27]1[CH:28]=[CH:29][CH:30]=[C:31]2[C:36]=1[N:35]=[CH:34][CH:33]=[CH:32]2)=[O:24]. (2) Given the product [CH3:1][S:2]([C:5]1[CH:6]=[C:7]([C:11]2[C:12]3[N:13]([N:17]=[C:18]([NH:20][C:22]4[CH:23]=[CH:24][C:25]([N:28]5[CH2:33][CH2:32][N:31]([CH3:34])[CH2:30][CH2:29]5)=[CH:26][CH:27]=4)[N:19]=3)[CH:14]=[CH:15][CH:16]=2)[CH:8]=[CH:9][CH:10]=1)(=[O:3])=[O:4], predict the reactants needed to synthesize it. The reactants are: [CH3:1][S:2]([C:5]1[CH:6]=[C:7]([C:11]2[C:12]3[N:13]([N:17]=[C:18]([NH2:20])[N:19]=3)[CH:14]=[CH:15][CH:16]=2)[CH:8]=[CH:9][CH:10]=1)(=[O:4])=[O:3].Br[C:22]1[CH:27]=[CH:26][C:25]([N:28]2[CH2:33][CH2:32][N:31]([CH3:34])[CH2:30][CH2:29]2)=[CH:24][CH:23]=1.C1(P(C2CCCCC2)C2C=CC=CC=2C2C=CC=CC=2P(C2CCCCC2)C2CCCCC2)CCCCC1.